From a dataset of Reaction yield outcomes from USPTO patents with 853,638 reactions. Predict the reaction yield, written as a fraction of the theoretical maximum amount of product (1.0 means a 100% yield; for example, 0.34 means a 34% yield). (1) The reactants are [C:1]([O:9][CH:10]([O:14][C:15]([NH:17][CH2:18][C:19]1([CH2:25][C:26]([OH:28])=[O:27])[CH2:24][CH2:23][CH2:22][CH2:21][CH2:20]1)=[O:16])[CH:11]([CH3:13])[CH3:12])(=[O:8])[C:2]1[CH:7]=[CH:6][CH:5]=[CH:4][CH:3]=1.[CH:29]1C=CC=CC=1.C[Si](C=[N+]=[N-])(C)C. The catalyst is CO. The product is [C:1]([O:9][CH:10]([O:14][C:15]([NH:17][CH2:18][C:19]1([CH2:25][C:26]([O:28][CH3:29])=[O:27])[CH2:24][CH2:23][CH2:22][CH2:21][CH2:20]1)=[O:16])[CH:11]([CH3:12])[CH3:13])(=[O:8])[C:2]1[CH:3]=[CH:4][CH:5]=[CH:6][CH:7]=1. The yield is 0.640. (2) The catalyst is CN(C=O)C. The product is [CH3:13][O:8][CH2:7][CH:2]1[CH2:3][CH2:4][CH:5]=[CH:6][O:1]1. The reactants are [O:1]1[CH:6]=[CH:5][CH2:4][CH2:3][CH:2]1[CH2:7][OH:8].[H-].[Na+].[H][H].[CH3:13]I. The yield is 0.580. (3) The reactants are N[CH2:2][C:3]([C:6]1[NH:7][C:8]2[C:13]([CH:14]=1)=[CH:12][C:11]([NH:15][C:16]([C:18]1([C:21]3[CH:29]=[CH:28][C:24]4[O:25][CH2:26][O:27][C:23]=4[CH:22]=3)[CH2:20][CH2:19]1)=[O:17])=[CH:10][CH:9]=2)(C)[CH3:4].C(=O)([O-])[O-].[K+].[K+].IC.O.[CH3:39][N:40]([CH:42]=O)[CH3:41]. No catalyst specified. The product is [O:25]1[C:24]2[CH:28]=[CH:29][C:21]([C:18]3([C:16]([NH:15][C:11]4[CH:12]=[C:13]5[C:8](=[CH:9][CH:10]=4)[NH:7][C:6]([C:3]([CH3:4])([CH3:2])[CH2:42][N:40]([CH3:39])[CH3:41])=[CH:14]5)=[O:17])[CH2:20][CH2:19]3)=[CH:22][C:23]=2[O:27][CH2:26]1. The yield is 0.330. (4) The reactants are Br[C:2]1[CH:3]=[C:4]([NH2:8])[CH:5]=[N:6][CH:7]=1.[C:9]1(C)[CH:14]=[CH:13][CH:12]=[CH:11][CH:10]=1.C(=O)([O-])[O-].[Na+].[Na+].C1(B(O)O)C=CC=CC=1. The catalyst is C(O)C.C1C=CC([P]([Pd]([P](C2C=CC=CC=2)(C2C=CC=CC=2)C2C=CC=CC=2)([P](C2C=CC=CC=2)(C2C=CC=CC=2)C2C=CC=CC=2)[P](C2C=CC=CC=2)(C2C=CC=CC=2)C2C=CC=CC=2)(C2C=CC=CC=2)C2C=CC=CC=2)=CC=1. The product is [C:9]1([C:2]2[CH:3]=[C:4]([NH2:8])[CH:5]=[N:6][CH:7]=2)[CH:14]=[CH:13][CH:12]=[CH:11][CH:10]=1. The yield is 0.130. (5) The reactants are [F:1][C:2]1[CH:3]=[C:4]2[C:8](=[CH:9][CH:10]=1)[NH:7][C:6](=[O:11])[C:5]2=[C:12]1[C:20]2[C:15](=[N:16][C:17]([CH:21]=[CH2:22])=[CH:18][CH:19]=2)[CH2:14][O:13]1.[OH:23][CH:24]1[CH2:29][CH2:28][CH2:27][NH:26][CH2:25]1. No catalyst specified. The product is [F:1][C:2]1[CH:3]=[C:4]2[C:8](=[CH:9][CH:10]=1)[NH:7][C:6](=[O:11])[C:5]2=[C:12]1[C:20]2[C:15](=[N:16][C:17]([CH2:21][CH2:22][N:26]3[CH2:27][CH2:28][CH2:29][CH:24]([OH:23])[CH2:25]3)=[CH:18][CH:19]=2)[CH2:14][O:13]1. The yield is 0.670. (6) The reactants are [Cl:1][C:2]1[CH:7]=[CH:6][C:5](/[CH:8]=[CH:9]/[C:10]([O:12][CH2:13][CH3:14])=[O:11])=[CH:4][C:3]=1[C@H:15]([OH:18])[CH2:16][OH:17]. The catalyst is CCO. The product is [Cl:1][C:2]1[CH:7]=[CH:6][C:5]([CH2:8][CH2:9][C:10]([O:12][CH2:13][CH3:14])=[O:11])=[CH:4][C:3]=1[C@H:15]([OH:18])[CH2:16][OH:17]. The yield is 0.740.